This data is from Reaction yield outcomes from USPTO patents with 853,638 reactions. The task is: Predict the reaction yield, written as a fraction of the theoretical maximum amount of product (1.0 means a 100% yield; for example, 0.34 means a 34% yield). (1) The reactants are [Cl:1][C:2]1[CH:11]=[CH:10][CH:9]=[C:8]([CH2:12][N:13]([CH2:16][CH3:17])[CH2:14][CH3:15])[C:3]=1[C:4](OC)=[O:5].[H-].C([Al+]CC(C)C)C(C)C.[C@H](O)(C([O-])=O)[C@@H](O)C([O-])=O.[Na+].[K+].ClCCl. The catalyst is C1COCC1. The product is [Cl:1][C:2]1[CH:11]=[CH:10][CH:9]=[C:8]([CH2:12][N:13]([CH2:14][CH3:15])[CH2:16][CH3:17])[C:3]=1[CH2:4][OH:5]. The yield is 0.850. (2) The yield is 0.500. The product is [Br:20][C:17]1[CH:16]=[CH:15][C:14]([CH:6]([C:7]2[CH:8]=[CH:9][C:10]([Cl:13])=[CH:11][CH:12]=2)[CH2:5][C:4]([OH:23])=[O:3])=[CH:19][CH:18]=1. The reactants are C([O:3][C:4](=[O:23])[CH:5](C#N)[CH:6]([C:14]1[CH:19]=[CH:18][C:17]([Br:20])=[CH:16][CH:15]=1)[C:7]1[CH:12]=[CH:11][C:10]([Cl:13])=[CH:9][CH:8]=1)C.C(O)(=O)C.S(=O)(=O)(O)O. The catalyst is O. (3) The reactants are [CH3:1][CH:2]1[CH2:11][C:10](=[N:12][CH2:13][C:14]#[CH:15])[C:9]2[C:4](=[CH:5][CH:6]=[CH:7][CH:8]=2)[N:3]1[C:16]([C:18]1[CH:23]=[CH:22][CH:21]=[CH:20][CH:19]=1)=[O:17].O. The catalyst is C(O)(=O)C.C(O[BH-](OC(=O)C)OC(=O)C)(=O)C.[Na+]. The product is [CH3:1][CH:2]1[CH2:11][CH:10]([NH:12][CH2:13][C:14]#[CH:15])[C:9]2[C:4](=[CH:5][CH:6]=[CH:7][CH:8]=2)[N:3]1[C:16]([C:18]1[CH:23]=[CH:22][CH:21]=[CH:20][CH:19]=1)=[O:17]. The yield is 0.176. (4) The reactants are [Cl:1][C:2]1[CH:10]=[CH:9][C:8]([S:11]([CH3:14])(=[O:13])=[O:12])=[CH:7][C:3]=1[C:4]([OH:6])=[O:5].Cl[C:16]1C=CC(S(O)=O)=[CH:21][C:17]=1C(O)=O.BrCC1CC1. The catalyst is C1(CO)CC1. The product is [Cl:1][C:2]1[CH:10]=[CH:9][C:8]([S:11]([CH2:14][CH:21]2[CH2:17][CH2:16]2)(=[O:13])=[O:12])=[CH:7][C:3]=1[C:4]([OH:6])=[O:5]. The yield is 0.0800. (5) The product is [CH2:30]([N:37]([CH2:28][C:17]1[C:16]([Cl:15])=[N:21][C:20]([N:22]([CH3:27])[CH:23]([CH3:26])[CH2:24][CH3:25])=[CH:19][N:18]=1)[CH2:38][CH2:39][OH:40])[C:31]1[CH:36]=[CH:35][CH:34]=[CH:33][CH:32]=1. The reactants are C(O[BH-](OC(=O)C)OC(=O)C)(=O)C.[Na+].[Cl:15][C:16]1[C:17]([CH:28]=O)=[N:18][CH:19]=[C:20]([N:22]([CH3:27])[CH:23]([CH3:26])[CH2:24][CH3:25])[N:21]=1.[CH2:30]([NH:37][CH2:38][CH2:39][OH:40])[C:31]1[CH:36]=[CH:35][CH:34]=[CH:33][CH:32]=1.C(=O)([O-])O.[Na+]. The yield is 0.910. The catalyst is C(#N)C.C(O)(=O)C. (6) The reactants are [CH3:1][CH2:2][O:3][C:4]1[CH:9]=[CH:8][CH:7]=[CH:6][C:5]=1[C:10]1[NH:11][C:12](=O)[C:13]2[N:18]([CH3:19])[N:17]=[C:16]([CH2:20][CH2:21][CH3:22])[C:14]=2[N:15]=1.P12(SP3(SP(SP(S3)(S1)=S)(=S)S2)=S)=[S:25].N1C=CC=CC=1. The catalyst is C(Cl)(Cl)Cl. The product is [CH3:1][CH2:2][O:3][C:4]1[CH:9]=[CH:8][CH:7]=[CH:6][C:5]=1[C:10]1[NH:11][C:12](=[S:25])[C:13]2[N:18]([CH3:19])[N:17]=[C:16]([CH2:20][CH2:21][CH3:22])[C:14]=2[N:15]=1. The yield is 0.720. (7) The reactants are [C:1]([Sn:3]([CH2:12][CH2:13][CH2:14][CH3:15])([CH2:8][CH2:9][CH2:10][CH3:11])[CH2:4][CH2:5][CH2:6][CH3:7])#[CH:2].[N:16]([CH2:19][C:20]([O:22][CH3:23])=[O:21])=[N+:17]=[N-:18]. The catalyst is C1(C)C=CC=CC=1. The product is [CH3:23][O:22][C:20](=[O:21])[CH2:19][N:16]1[CH:2]=[C:1]([Sn:3]([CH2:8][CH2:9][CH2:10][CH3:11])([CH2:4][CH2:5][CH2:6][CH3:7])[CH2:12][CH2:13][CH2:14][CH3:15])[N:18]=[N:17]1. The yield is 0.610.